This data is from Catalyst prediction with 721,799 reactions and 888 catalyst types from USPTO. The task is: Predict which catalyst facilitates the given reaction. (1) Reactant: C(OC([N:8]1[CH2:13][CH2:12][CH2:11][C@H:10]([O:14][C:15]2[CH:20]=[C:19]([C:21]([F:24])([F:23])[F:22])[CH:18]=[CH:17][C:16]=2[NH:25][C:26]2[C:27]3[C:34]([CH3:35])=[C:33]([C:36]([NH2:38])=[O:37])[S:32][C:28]=3[N:29]=[CH:30][N:31]=2)[CH2:9]1)=O)(C)(C)C.Cl. Product: [CH3:35][C:34]1[C:27]2[C:26]([NH:25][C:16]3[CH:17]=[CH:18][C:19]([C:21]([F:22])([F:24])[F:23])=[CH:20][C:15]=3[O:14][C@H:10]3[CH2:11][CH2:12][CH2:13][NH:8][CH2:9]3)=[N:31][CH:30]=[N:29][C:28]=2[S:32][C:33]=1[C:36]([NH2:38])=[O:37]. The catalyst class is: 269. (2) Reactant: [NH2:1][C:2]1([CH2:8][C:9]([O:11][CH3:12])=[O:10])[CH2:7][CH2:6][O:5][CH2:4][CH2:3]1.[CH3:13][C:14]1[CH:23]=[C:22]([CH2:24][N:25]2[C:33]3[C:28](=[CH:29][C:30]([C:34](Cl)=[O:35])=[CH:31][CH:32]=3)[CH:27]=[CH:26]2)[C:21]2[CH2:20][CH:19]=[CH:18][CH2:17][C:16]=2[N:15]=1. Product: [CH3:13][C:14]1[CH:23]=[C:22]([CH2:24][N:25]2[C:33]3[C:28](=[CH:29][C:30]([C:34]([NH:1][C:2]4([CH2:8][C:9]([O:11][CH3:12])=[O:10])[CH2:3][CH2:4][O:5][CH2:6][CH2:7]4)=[O:35])=[CH:31][CH:32]=3)[CH:27]=[CH:26]2)[C:21]2[CH2:20][CH:19]=[CH:18][CH2:17][C:16]=2[N:15]=1. The catalyst class is: 34. (3) Product: [Cl:1][CH2:2][C:3]([NH:21][C:20]1[C:11]([Cl:10])=[C:12]2[C:17](=[CH:18][CH:19]=1)[CH:16]=[N:15][CH:14]=[CH:13]2)=[O:5]. The catalyst class is: 239. Reactant: [Cl:1][CH2:2][C:3]([OH:5])=O.C(Cl)CCl.[Cl:10][C:11]1[C:20]([NH2:21])=[CH:19][CH:18]=[C:17]2[C:12]=1[CH:13]=[CH:14][N:15]=[CH:16]2.